This data is from Reaction yield outcomes from USPTO patents with 853,638 reactions. The task is: Predict the reaction yield, written as a fraction of the theoretical maximum amount of product (1.0 means a 100% yield; for example, 0.34 means a 34% yield). The reactants are OC(C(F)(F)F)=O.[CH:8]([N:11]1[C:15]([C:16]2[S:17][C:18]3[CH2:19][CH2:20][O:21][C:22]4[CH:29]=[C:28]([CH:30]5[CH2:35][CH2:34][NH:33][CH2:32][CH2:31]5)[CH:27]=[CH:26][C:23]=4[C:24]=3[N:25]=2)=[N:14][CH:13]=[N:12]1)([CH3:10])[CH3:9].C(=O)([O-])[O-].[K+].[K+].[C:42]([NH:46][C:47](=[O:50])[CH2:48]Cl)([CH3:45])([CH3:44])[CH3:43]. The catalyst is C1COCC1.C(Cl)Cl.O. The product is [C:42]([NH:46][C:47](=[O:50])[CH2:48][N:33]1[CH2:34][CH2:35][CH:30]([C:28]2[CH:27]=[CH:26][C:23]3[C:24]4[N:25]=[C:16]([C:15]5[N:11]([CH:8]([CH3:10])[CH3:9])[N:12]=[CH:13][N:14]=5)[S:17][C:18]=4[CH2:19][CH2:20][O:21][C:22]=3[CH:29]=2)[CH2:31][CH2:32]1)([CH3:45])([CH3:44])[CH3:43]. The yield is 0.630.